From a dataset of Reaction yield outcomes from USPTO patents with 853,638 reactions. Predict the reaction yield, written as a fraction of the theoretical maximum amount of product (1.0 means a 100% yield; for example, 0.34 means a 34% yield). (1) The reactants are C(O)(=O)C.C(O)(=O)C.[NH2:9][CH2:10][CH2:11][CH2:12][CH2:13][C:14]1[CH:42]=[CH:41][C:17]([O:18][CH2:19][CH2:20][N:21]([CH2:35][CH2:36][CH2:37][CH2:38][CH2:39][CH3:40])[CH2:22][C@H:23]([OH:34])[C@H:24]([C@H:26]2[C@H:31]([OH:32])[CH2:30][O:29][CH:28]([CH3:33])[O:27]2)[OH:25])=[CH:16][CH:15]=1.I.[NH2:44][C:45]1[C:46]([C:53]([NH:55][C:56](SC)=[NH:57])=[O:54])=[N:47][C:48]([Cl:52])=[C:49]([NH2:51])[N:50]=1.CCN(C(C)C)C(C)C. The catalyst is CCO. The product is [NH2:44][C:45]1[C:46]([C:53]([NH:55][C:56](=[NH:57])[NH:9][CH2:10][CH2:11][CH2:12][CH2:13][C:14]2[CH:15]=[CH:16][C:17]([O:18][CH2:19][CH2:20][N:21]([CH2:22][C@H:23]([OH:34])[C@@H:24]([OH:25])[C@H:26]3[C@H:31]([OH:32])[CH2:30][O:29][CH:28]([CH3:33])[O:27]3)[CH2:35][CH2:36][CH2:37][CH2:38][CH2:39][CH3:40])=[CH:41][CH:42]=2)=[O:54])=[N:47][C:48]([Cl:52])=[C:49]([NH2:51])[N:50]=1. The yield is 0.650. (2) The reactants are [CH3:1][O:2][C:3]1[CH:12]=[C:11]2[C:6]([CH2:7][CH2:8][CH2:9][C:10]2=O)=[CH:5][CH:4]=1.[C:14]([CH2:16]C(O)=O)#[N:15].C(O)(=O)CCCCCC.NC1C=CC=CC=1. The catalyst is C1(C)C=CC=CC=1. The product is [CH3:1][O:2][C:3]1[CH:12]=[C:11]2[C:6]([CH2:7][CH2:8][CH:9]=[C:10]2[CH2:16][C:14]#[N:15])=[CH:5][CH:4]=1. The yield is 0.870. (3) The reactants are [N:1]1([C:6]([C@H:8]2[CH2:12][CH2:11][CH2:10][NH:9]2)=O)[CH2:5][CH2:4][CH2:3][CH2:2]1.[H]1[BH2][H][BH2]1.Cl. The catalyst is C1COCC1. The product is [N:1]1([CH2:6][C@H:8]2[CH2:12][CH2:11][CH2:10][NH:9]2)[CH2:5][CH2:4][CH2:3][CH2:2]1. The yield is 0.730. (4) The reactants are [CH2:1]([C:4]1[S:29][C:7]2[N:8]=[C:9]([O:25][CH2:26][CH2:27][NH2:28])[N:10]=[C:11]([N:12]3[CH2:17][CH2:16][N:15]4[C:18]([C:21]([F:24])([F:23])[F:22])=[N:19][N:20]=[C:14]4[CH2:13]3)[C:6]=2[CH:5]=1)[CH2:2][CH3:3].[CH3:30][S:31]([CH2:34][C:35](O)=[O:36])(=[O:33])=[O:32]. No catalyst specified. The product is [CH3:30][S:31]([CH2:34][C:35]([NH:28][CH2:27][CH2:26][O:25][C:9]1[N:10]=[C:11]([N:12]2[CH2:17][CH2:16][N:15]3[C:18]([C:21]([F:22])([F:24])[F:23])=[N:19][N:20]=[C:14]3[CH2:13]2)[C:6]2[CH:5]=[C:4]([CH2:1][CH2:2][CH3:3])[S:29][C:7]=2[N:8]=1)=[O:36])(=[O:33])=[O:32]. The yield is 0.440. (5) The reactants are C(Cl)Cl.CC1(C)C(C)(C)OB([C:12]2[CH:22]=[CH:21][CH:20]=[CH:19][C:13]=2[C:14](OCC)=O)O1.C(OC([C:29]1[CH:34]=[CH:33]C=[CH:31][C:30]=1B(O)O)=O)C. The catalyst is COCCOC.CCO.C([O-])([O-])=O.[Na+].[Na+].C([O-])(O)=O.[Na+]. The product is [C:14]1([C:13]2[CH:12]=[CH:22][CH:21]=[CH:20][CH:19]=2)[CH:33]=[CH:34][CH:29]=[CH:30][CH:31]=1. The yield is 0.940. (6) The reactants are [CH2:1]([N:3]1[C:7]2[N:8]=[C:9]([C:18]3[CH:23]=[CH:22][C:21]([NH:24][C:25]([NH:27][C:28]4[CH:36]=[CH:35][C:31]([C:32]([OH:34])=O)=[CH:30][CH:29]=4)=[O:26])=[CH:20][CH:19]=3)[N:10]=[C:11]([N:12]3[CH2:17][CH2:16]O[CH2:14][CH2:13]3)[C:6]=2[CH:5]=[CH:4]1)[CH3:2].[CH3:37][N:38]([CH3:43])[CH2:39][CH2:40][NH:41][CH3:42].CCN(CC)CC.C1C=CC2N([OH:60])N=NC=2C=1.CCN=C=NCCCN(C)C. The catalyst is C1COCC1. The product is [CH3:37][N:38]([CH3:43])[CH2:39][CH2:40][N:41]([CH3:42])[C:32](=[O:34])[C:31]1[CH:30]=[CH:29][C:28]([NH:27][C:25](=[O:26])[NH:24][C:21]2[CH:22]=[CH:23][C:18]([C:9]3[N:8]=[C:7]([N:3]4[CH2:4][CH2:5][O:60][CH2:2][CH2:1]4)[C:6]4[CH:16]=[CH:17][N:12]([CH2:13][CH3:14])[C:11]=4[N:10]=3)=[CH:19][CH:20]=2)=[CH:36][CH:35]=1. The yield is 0.610. (7) The reactants are [H-].[Na+].[C:3]([O:7][CH2:8][C@@H:9]([OH:11])[CH3:10])([CH3:6])([CH3:5])[CH3:4].F[C:13]1[CH:14]=[C:15]([CH:18]=[C:19]([O:21][C:22]2[CH:27]=[CH:26][C:25]([S:28]([CH3:31])(=[O:30])=[O:29])=[CH:24][CH:23]=2)[CH:20]=1)[C:16]#[N:17].[OH-].[Na+]. The catalyst is O.C1(C)C=CC=CC=1.CN1C(=O)CCC1. The product is [C:3]([O:7][CH2:8][C@H:9]([CH3:10])[O:11][C:13]1[CH:14]=[C:15]([CH:18]=[C:19]([O:21][C:22]2[CH:27]=[CH:26][C:25]([S:28]([CH3:31])(=[O:29])=[O:30])=[CH:24][CH:23]=2)[CH:20]=1)[C:16]#[N:17])([CH3:6])([CH3:5])[CH3:4]. The yield is 0.830. (8) The catalyst is CN(C)C=O. The yield is 0.460. The product is [CH:1]1([N:4]2[C:13]3[C:8](=[CH:9][CH:10]=[CH:11][CH:12]=3)[N:7]([C:14]([C:16]3[CH:17]=[N:18][CH:19]=[CH:20][C:21]=3[O:22][C:23]3[CH:28]=[C:27]([Cl:29])[C:26]([O:30][CH2:35][CH2:36][OH:37])=[CH:25][C:24]=3[Cl:31])=[O:15])[CH2:6][CH2:5]2)[CH2:2][CH2:3]1. The reactants are [CH:1]1([N:4]2[C:13]3[C:8](=[CH:9][CH:10]=[CH:11][CH:12]=3)[N:7]([C:14]([C:16]3[CH:17]=[N:18][CH:19]=[CH:20][C:21]=3[O:22][C:23]3[CH:28]=[C:27]([Cl:29])[C:26]([OH:30])=[CH:25][C:24]=3[Cl:31])=[O:15])[CH2:6][CH2:5]2)[CH2:3][CH2:2]1.[H-].[Na+].Br[CH2:35][CH2:36][OH:37]. (9) The reactants are Br[C:2]1[C:10]2[CH2:9][CH2:8][N:7]([C:11]3[CH:16]=[CH:15][C:14]([N:17]4[CH2:22][CH2:21][CH2:20][CH2:19][C:18]4=[O:23])=[CH:13][CH:12]=3)[C:6](=[O:24])[C:5]=2[N:4]([C:25]2[CH:30]=[CH:29][C:28]([O:31][CH3:32])=[CH:27][CH:26]=2)[N:3]=1.CNC.CC(C)([O-])C.[Na+].C1(P(C2CCCCC2)C2C=CC=CC=2C2C=CC=CC=2N(C)C)CCCCC1. The catalyst is C1(C)C=CC=CC=1.O1CCOCC1. The product is [CH3:32][O:31][C:28]1[CH:27]=[CH:26][C:25]([N:4]2[C:5]3[C:6](=[O:24])[N:7]([C:11]4[CH:16]=[CH:15][C:14]([N:17]5[CH2:22][CH2:21][CH2:20][CH2:19][C:18]5=[O:23])=[CH:13][CH:12]=4)[CH2:8][CH2:9][C:10]=3[CH:2]=[N:3]2)=[CH:30][CH:29]=1. The yield is 0.180.